Dataset: Full USPTO retrosynthesis dataset with 1.9M reactions from patents (1976-2016). Task: Predict the reactants needed to synthesize the given product. (1) The reactants are: [F:1][C:2]1[CH:28]=[CH:27][C:5]([O:6][C:7]2[C:16]([C:17]3[CH:18]=[N:19][NH:20][CH:21]=3)=[CH:15][CH:14]=[C:13]3[C:8]=2[CH2:9][CH2:10][C@H:11]([CH3:26])[N:12]3[C:22]([O:24][CH3:25])=[O:23])=[CH:4][CH:3]=1.CN(C)C=O.[H-].[Na+].CS(O[CH:41]1[CH2:44][N:43]([CH:45]([C:52]2[CH:57]=[CH:56][CH:55]=[CH:54][CH:53]=2)[C:46]2[CH:51]=[CH:50][CH:49]=[CH:48][CH:47]=2)[CH:42]1[CH3:58])(=O)=O. Given the product [CH:45]([N:43]1[CH2:44][CH:41]([N:20]2[CH:21]=[C:17]([C:16]3[C:7]([O:6][C:5]4[CH:4]=[CH:3][C:2]([F:1])=[CH:28][CH:27]=4)=[C:8]4[C:13](=[CH:14][CH:15]=3)[N:12]([C:22]([O:24][CH3:25])=[O:23])[C@@H:11]([CH3:26])[CH2:10][CH2:9]4)[CH:18]=[N:19]2)[CH:42]1[CH3:58])([C:52]1[CH:53]=[CH:54][CH:55]=[CH:56][CH:57]=1)[C:46]1[CH:51]=[CH:50][CH:49]=[CH:48][CH:47]=1, predict the reactants needed to synthesize it. (2) Given the product [F:49][C:46]([F:47])([F:48])[S:43]([O:42][C:26]1[CH:25]=[CH:24][CH:23]=[C:22]([N:13]2[C:12](=[O:29])[C@H:11]([CH2:10][CH2:9][C@@H:8]([C:5]3[CH:6]=[CH:7][C:2]([F:1])=[CH:3][CH:4]=3)[OH:30])[C@H:14]2[C:15]2[CH:20]=[CH:19][C:18]([I:21])=[CH:17][CH:16]=2)[CH:27]=1)(=[O:44])=[O:45], predict the reactants needed to synthesize it. The reactants are: [F:1][C:2]1[CH:7]=[CH:6][C:5]([C@@H:8]([OH:30])[CH2:9][CH2:10][C@@H:11]2[C@@H:14]([C:15]3[CH:20]=[CH:19][C:18]([I:21])=[CH:17][CH:16]=3)[N:13]([C:22]3[CH:27]=[CH:26][C:25](O)=[CH:24][CH:23]=3)[C:12]2=[O:29])=[CH:4][CH:3]=1.N1C=CC=CC=1.FC(F)(F)S([O:42][S:43]([C:46]([F:49])([F:48])[F:47])(=[O:45])=[O:44])(=O)=O. (3) Given the product [Cl:1][C:2]1[C:10]2[N:9]=[C:8]3[N:11]([C:15]4[CH:20]=[CH:19][C:18]([O:21][CH3:22])=[CH:17][C:16]=4[Cl:23])[CH2:12][CH2:13][CH2:14][N:7]3[C:6]=2[C:5]([CH:24]([O:27][CH:28]2[CH2:30][CH2:29]2)[CH2:25][CH3:26])=[CH:4][CH:3]=1, predict the reactants needed to synthesize it. The reactants are: [Cl:1][C:2]1[C:10]2[N:9]=[C:8]3[N:11]([C:15]4[CH:20]=[CH:19][C:18]([O:21][CH3:22])=[CH:17][C:16]=4[Cl:23])[CH2:12][CH2:13][CH2:14][N:7]3[C:6]=2[C:5]([CH:24]([O:27][CH:28]=[CH2:29])[CH2:25][CH3:26])=[CH:4][CH:3]=1.[CH2:30]([Zn]CC)C.ICI.[Cl-].[NH4+]. (4) Given the product [CH3:22][N:7]1[CH2:8][CH:9]([C:16]2[CH:17]=[N:18][CH:19]=[CH:20][CH:21]=2)[C:10]2[C:15](=[CH:14][C:13]([O:39][CH2:35][CH2:36][CH2:37][N:23]3[CH2:28][CH2:27][CH2:26][CH2:25][CH2:24]3)=[CH:12][CH:11]=2)[CH2:6]1, predict the reactants needed to synthesize it. The reactants are: ClCCCO[CH:6]1[C:15]2[C:10](=[CH:11][CH:12]=[CH:13][CH:14]=2)[CH:9]([C:16]2[CH:17]=[N:18][CH:19]=[CH:20][CH:21]=2)[CH2:8][N:7]1[CH3:22].[NH:23]1[CH2:28][CH2:27][CH2:26][CH2:25][CH2:24]1.C([O-])([O-])=O.[Na+].[Na+].[CH2:35]([OH:39])[CH2:36][CH2:37]C. (5) Given the product [Pd:1].[CH2:2]1[CH2:6][O:5][CH:4]([N:7]2[C:13](=[O:14])[NH:12][C:10](=[O:11])[C:9]([F:15])=[CH:8]2)[CH2:3]1, predict the reactants needed to synthesize it. The reactants are: [Pd:1].[CH2:2]1[CH2:6][O:5][CH:4]([N:7]2[C:13](=[O:14])[NH:12][C:10](=[O:11])[C:9]([F:15])=[CH:8]2)[CH2:3]1. (6) Given the product [ClH:88].[CH2:31]([O:30][C:8]1[C:7]([S:37]([CH3:36])(=[O:39])=[O:38])=[C:16]2[C:11]([C:12]([CH2:17][C:18]3[CH:19]=[C:20]([O:28][CH3:29])[C:21]([O:26][CH3:27])=[C:22]([O:24][CH3:25])[CH:23]=3)=[CH:13][N:14]=[CH:15]2)=[CH:10][CH:9]=1)[CH3:32], predict the reactants needed to synthesize it. The reactants are: FC(F)(F)S(O[C:7]1[C:8]([O:30][CH2:31][CH3:32])=[CH:9][CH:10]=[C:11]2[C:16]=1[CH:15]=[N:14][CH:13]=[C:12]2[CH2:17][C:18]1[CH:23]=[C:22]([O:24][CH3:25])[C:21]([O:26][CH3:27])=[C:20]([O:28][CH3:29])[CH:19]=1)(=O)=O.[Na+].[CH3:36][S:37]([O-:39])=[O:38].CC1(C)C2C=CC=C(P(C3C=CC=CC=3)C3C=CC=CC=3)C=2OC2C1=CC=CC=2P(C1C=CC=CC=1)C1C=CC=CC=1.C([O-])([O-])=O.[Cs+].[Cs+].[ClH:88].